Dataset: Forward reaction prediction with 1.9M reactions from USPTO patents (1976-2016). Task: Predict the product of the given reaction. (1) Given the reactants [N:1]1[C:10]2[C:5](=[CH:6][C:7]([NH2:11])=[CH:8][CH:9]=2)[CH:4]=[CH:3][CH:2]=1.[ClH:12].[N:13]([O-])=O.[Na+], predict the reaction product. The product is: [ClH:12].[N:1]1[C:10]2[C:5](=[CH:6][C:7]([NH:11][NH2:13])=[CH:8][CH:9]=2)[CH:4]=[CH:3][CH:2]=1. (2) Given the reactants [CH3:1][NH:2][C:3]1[CH:7]=[C:6]([C:8]2[CH:13]=[CH:12][N:11]=[CH:10][CH:9]=2)[S:5][C:4]=1[C:14]([O:16]C)=[O:15].C[O-].[Na+].CO.Cl, predict the reaction product. The product is: [CH3:1][NH:2][C:3]1[CH:7]=[C:6]([C:8]2[CH:9]=[CH:10][N:11]=[CH:12][CH:13]=2)[S:5][C:4]=1[C:14]([OH:16])=[O:15]. (3) The product is: [CH3:3][C:2]([NH:14][C@@H:15]1[CH2:19][C@H:18]([C:20]2[CH:25]=[CH:24][CH:23]=[C:22]([O:26][CH:27]3[CH2:29][CH2:28]3)[CH:21]=2)[N:17]([C:30]2[CH:31]=[CH:32][C:33]([C:36]([F:37])([F:39])[F:38])=[CH:34][CH:35]=2)[C:16]1=[O:40])([C:4]1[CH:5]=[N:6][C:7]([C:10]([F:13])([F:12])[F:11])=[CH:8][CH:9]=1)[CH3:1]. Given the reactants [CH3:1][C:2]([NH:14][C:15]1[C:16](=[O:40])[N:17]([C:30]2[CH:35]=[CH:34][C:33]([C:36]([F:39])([F:38])[F:37])=[CH:32][CH:31]=2)[C@@H:18]([C:20]2[CH:25]=[CH:24][CH:23]=[C:22]([O:26][CH:27]3[CH2:29][CH2:28]3)[CH:21]=2)[CH:19]=1)([C:4]1[CH:5]=[N:6][C:7]([C:10]([F:13])([F:12])[F:11])=[CH:8][CH:9]=1)[CH3:3].C([BH3-])#N.[Na+], predict the reaction product. (4) Given the reactants [CH2:1]([NH:8][C:9]1[CH:10]=[C:11]([CH:17]=[CH:18][C:19]=1[N+:20]([O-])=O)[C:12]([O:14][CH2:15][CH3:16])=[O:13])[C:2]1[CH:7]=[CH:6][CH:5]=[CH:4][CH:3]=1, predict the reaction product. The product is: [NH2:20][C:19]1[CH:18]=[CH:17][C:11]([C:12]([O:14][CH2:15][CH3:16])=[O:13])=[CH:10][C:9]=1[NH:8][CH2:1][C:2]1[CH:7]=[CH:6][CH:5]=[CH:4][CH:3]=1. (5) Given the reactants [NH2:1][C:2]1[CH:3]=[N:4][CH:5]=[CH:6][C:7]=1[N:8]1[CH2:13][C@H:12]([CH3:14])[C@@H:11]([O:15][Si:16]([C:19]([CH3:22])([CH3:21])[CH3:20])([CH3:18])[CH3:17])[C@H:10]([NH:23][C:24](=[O:26])[O-:25])[CH2:9]1.[Br:27][C:28]1[C:32]2=[N:33][C:34]([C:37]([OH:39])=O)=[CH:35][CH:36]=[C:31]2[O:30][CH:29]=1.CCN([CH:46]([CH3:48])[CH3:47])C(C)C.[CH3:49]N(C(ON1N=NC2C=CC=NC1=2)=[N+](C)C)C.F[P-](F)(F)(F)(F)F, predict the reaction product. The product is: [Br:27][C:28]1[C:32]2=[N:33][C:34]([C:37]([NH:1][C:2]3[CH:3]=[N:4][CH:5]=[CH:6][C:7]=3[N:8]3[CH2:13][C@H:12]([CH3:14])[C@@H:11]([O:15][Si:16]([C:19]([CH3:22])([CH3:20])[CH3:21])([CH3:18])[CH3:17])[C@H:10]([NH:23][C:24](=[O:25])[O:26][C:46]([CH3:48])([CH3:49])[CH3:47])[CH2:9]3)=[O:39])=[CH:35][CH:36]=[C:31]2[O:30][CH:29]=1. (6) Given the reactants C(OC([NH:8][CH2:9][CH2:10][CH2:11][CH2:12][C@H:13]([NH:21][C:22]([NH:24][C@@H:25]([C:33](=[O:40])[NH:34][CH2:35][CH2:36][CH:37]([CH3:39])[CH3:38])[CH2:26][C:27]1[CH:32]=[CH:31][CH:30]=[CH:29][CH:28]=1)=[O:23])[C:14]([O:16]C(C)(C)C)=[O:15])=O)(C)(C)C.[Cl:41]CCl.C(O)(C(F)(F)F)=O, predict the reaction product. The product is: [ClH:41].[NH2:8][CH2:9][CH2:10][CH2:11][CH2:12][C@H:13]([NH:21][C:22]([NH:24][C@@H:25]([C:33](=[O:40])[NH:34][CH2:35][CH2:36][CH:37]([CH3:38])[CH3:39])[CH2:26][C:27]1[CH:28]=[CH:29][CH:30]=[CH:31][CH:32]=1)=[O:23])[C:14]([OH:16])=[O:15]. (7) Given the reactants [Cl:1][CH2:2][CH2:3][CH2:4]/[C:5](=[CH:9]\[C:10]1[CH:15]=[CH:14][C:13]([N:16]2[CH:20]=[C:19]([CH3:21])[N:18]=[CH:17]2)=[C:12]([O:22][CH3:23])[CH:11]=1)/[C:6](O)=[O:7].C1N(P(Cl)(N2C(=O)OCC2)=O)C(=O)OC1.C(N(C(C)C)CC)(C)C.C(OC(C)(C)C)(=O)[NH:49][NH2:50], predict the reaction product. The product is: [Cl:1][CH2:2][CH2:3][CH2:4]/[C:5](=[CH:9]\[C:10]1[CH:15]=[CH:14][C:13]([N:16]2[CH:20]=[C:19]([CH3:21])[N:18]=[CH:17]2)=[C:12]([O:22][CH3:23])[CH:11]=1)/[C:6]([NH:49][NH2:50])=[O:7].